Predict the reactants needed to synthesize the given product. From a dataset of Full USPTO retrosynthesis dataset with 1.9M reactions from patents (1976-2016). (1) Given the product [CH2:16]([O:18][C:19]([N:21]1[C:30]2[C:25](=[CH:26][C:27]([C:31]([F:34])([F:32])[F:33])=[CH:28][CH:29]=2)[C@@H:24]([C@@H:9]([C:4]2[CH:5]=[CH:6][C:7]([Cl:8])=[C:2]([Cl:1])[CH:3]=2)[C:10]([O:12][CH3:13])=[O:11])[CH2:23][C@H:22]1[CH2:36][CH3:37])=[O:20])[CH3:17], predict the reactants needed to synthesize it. The reactants are: [Cl:1][C:2]1[CH:3]=[C:4]([CH2:9][C:10]([O:12][CH3:13])=[O:11])[CH:5]=[CH:6][C:7]=1[Cl:8].[H-].[Na+].[CH2:16]([O:18][C:19]([N:21]1[C:30]2[C:25](=[CH:26][C:27]([C:31]([F:34])([F:33])[F:32])=[CH:28][CH:29]=2)[CH:24](Br)[CH2:23][C@H:22]1[CH2:36][CH3:37])=[O:20])[CH3:17].Cl.[OH-].[Na+]. (2) Given the product [F:15][C:16]([F:29])([F:30])[CH2:17][O:18][C:19]1[CH:26]=[CH:25][C:22]([CH:23]=[O:24])=[CH:21][C:20]=1[OH:27], predict the reactants needed to synthesize it. The reactants are: FC(F)OC1C=CC(C=O)=CC=1OC.[F:15][C:16]([F:30])([F:29])[CH2:17][O:18][C:19]1[CH:26]=[CH:25][C:22]([CH:23]=[O:24])=[CH:21][C:20]=1[O:27]C. (3) Given the product [ClH:41].[Br:32][C:29]1[C:28](=[O:33])[N:27]([CH:34]2[CH2:38][CH2:37][CH2:36][CH2:35]2)[C:25]2[N:26]=[C:21]([NH:20][C:17]3[CH:18]=[CH:19][C:14]([N:11]4[CH2:12][CH2:13][NH:8][C:9]([CH3:40])([CH3:39])[CH2:10]4)=[CH:15][N:16]=3)[N:22]=[CH:23][C:24]=2[C:30]=1[CH3:31], predict the reactants needed to synthesize it. The reactants are: C(OC([N:8]1[CH2:13][CH2:12][N:11]([C:14]2[CH:15]=[N:16][C:17]([NH:20][C:21]3[N:22]=[CH:23][C:24]4[C:30]([CH3:31])=[C:29]([Br:32])[C:28](=[O:33])[N:27]([CH:34]5[CH2:38][CH2:37][CH2:36][CH2:35]5)[C:25]=4[N:26]=3)=[CH:18][CH:19]=2)[CH2:10][C:9]1([CH3:40])[CH3:39])=O)(C)(C)C.[Cl:41]CCl. (4) Given the product [Cl:1][C:2]1[N:7]=[C:6]([NH2:12])[C:5]([N+:9]([O-:11])=[O:10])=[CH:4][N:3]=1, predict the reactants needed to synthesize it. The reactants are: [Cl:1][C:2]1[N:7]=[C:6](Cl)[C:5]([N+:9]([O-:11])=[O:10])=[CH:4][N:3]=1.[NH3:12].C(O)C. (5) Given the product [Br:1][C:2]1[C:3]2[CH2:4][C@@H:5]3[CH2:14][N:13]([CH2:16][C:17]([NH2:19])=[O:18])[CH2:12][CH2:11][N:6]3[C:7]=2[CH:8]=[CH:9][CH:10]=1, predict the reactants needed to synthesize it. The reactants are: [Br:1][C:2]1[C:3]2[CH2:4][C@@H:5]3[CH2:14][NH:13][CH2:12][CH2:11][N:6]3[C:7]=2[CH:8]=[CH:9][CH:10]=1.Br[CH2:16][C:17]([NH2:19])=[O:18].